Dataset: Forward reaction prediction with 1.9M reactions from USPTO patents (1976-2016). Task: Predict the product of the given reaction. (1) Given the reactants C[O:2][C:3](=[O:26])[CH2:4][C:5]1[CH:6]=[C:7]([C:12]2[CH:17]=[CH:16][C:15]([C:18]([F:21])([F:20])[F:19])=[CH:14][C:13]=2[CH2:22][NH:23][CH2:24][CH3:25])[CH:8]=[C:9]([Cl:11])[CH:10]=1.[Li+].[OH-], predict the reaction product. The product is: [Cl:11][C:9]1[CH:10]=[C:5]([CH2:4][C:3]([OH:26])=[O:2])[CH:6]=[C:7]([C:12]2[CH:17]=[CH:16][C:15]([C:18]([F:21])([F:20])[F:19])=[CH:14][C:13]=2[CH2:22][NH:23][CH2:24][CH3:25])[CH:8]=1. (2) The product is: [CH3:1][N:2]1[CH2:7][CH2:6][N:5]([S:8]([C:11]2[CH:16]=[CH:15][C:14]([NH2:17])=[CH:13][CH:12]=2)(=[O:10])=[O:9])[CH2:4][CH2:3]1. Given the reactants [CH3:1][N:2]1[CH2:7][CH2:6][N:5]([S:8]([C:11]2[CH:16]=[CH:15][C:14]([NH:17]C(=O)C)=[CH:13][CH:12]=2)(=[O:10])=[O:9])[CH2:4][CH2:3]1, predict the reaction product.